From a dataset of Catalyst prediction with 721,799 reactions and 888 catalyst types from USPTO. Predict which catalyst facilitates the given reaction. (1) Reactant: [CH3:1][O:2][C:3]([C:5]1[C:6](=[O:17])[S:7][C:8]2[C:13]([C:14]=1[OH:15])=[CH:12][CH:11]=[C:10](Br)[CH:9]=2)=[O:4].[CH3:18][O:19][C:20]1[CH:25]=[CH:24][C:23](B(O)O)=[CH:22][CH:21]=1.C([O-])([O-])=O.[Na+].[Na+]. Product: [CH3:1][O:2][C:3]([C:5]1[C:6](=[O:17])[S:7][C:8]2[C:13]([C:14]=1[OH:15])=[CH:12][CH:11]=[C:10]([C:23]1[CH:24]=[CH:25][C:20]([O:19][CH3:18])=[CH:21][CH:22]=1)[CH:9]=2)=[O:4]. The catalyst class is: 564. (2) Reactant: [C:1]([CH2:3][CH2:4][CH2:5][C:6]1[CH:7]=[C:8]([C:12]2[CH:17]=[CH:16][C:15]([CH2:18][OH:19])=[CH:14][CH:13]=2)[CH:9]=[CH:10][CH:11]=1)#[N:2].N1C=CN=C1.Cl[Si](C(C)C)(C(C)C)C(C)C.C(=O)([O-])O.[Na+].[C:41](ON1C(=O)CCC1=O)([O:43][CH2:44][C:45]1[CH:50]=[CH:49][CH:48]=[CH:47][CH:46]=1)=[O:42]. Product: [CH2:44]([O:43][C:41]([NH:2][CH2:1][CH2:3][CH2:4][CH2:5][C:6]1[CH:7]=[C:8]([C:12]2[CH:13]=[CH:14][C:15]([CH2:18][OH:19])=[CH:16][CH:17]=2)[CH:9]=[CH:10][CH:11]=1)=[O:42])[C:45]1[CH:50]=[CH:49][CH:48]=[CH:47][CH:46]=1. The catalyst class is: 348. (3) Reactant: [Li]CCCC.Br[C:7]1[CH:8]=[CH:9][C:10]([O:13][CH3:14])=[N:11][CH:12]=1.CON(C)[C:18]([C:20]1[S:24][CH:23]=[N:22][CH:21]=1)=[O:19]. Product: [CH3:14][O:13][C:10]1[N:11]=[CH:12][C:7]([C:18]([C:20]2[S:24][CH:23]=[N:22][CH:21]=2)=[O:19])=[CH:8][CH:9]=1. The catalyst class is: 1. (4) Reactant: [N:1]1([CH2:7][C:8]2[CH:13]=[CH:12][C:11]([N:14]3[CH2:19][CH2:18][CH:17]([C:20]4[CH:28]=[CH:27][C:23]([C:24]([OH:26])=O)=[CH:22][CH:21]=4)[CH2:16][CH2:15]3)=[CH:10][CH:9]=2)[CH2:6][CH2:5][O:4][CH2:3][CH2:2]1.CN(C(ON1N=NC2C=CC=NC1=2)=[N+](C)C)C.F[P-](F)(F)(F)(F)F.CCN(C(C)C)C(C)C.[NH2:62][C@H:63]([C:67]([O:69][CH3:70])=[O:68])[C@@H:64]([CH3:66])[OH:65].Cl. Product: [CH3:70][O:69][C:67](=[O:68])[C@@H:63]([NH:62][C:24](=[O:26])[C:23]1[CH:27]=[CH:28][C:20]([CH:17]2[CH2:18][CH2:19][N:14]([C:11]3[CH:12]=[CH:13][C:8]([CH2:7][N:1]4[CH2:2][CH2:3][O:4][CH2:5][CH2:6]4)=[CH:9][CH:10]=3)[CH2:15][CH2:16]2)=[CH:21][CH:22]=1)[C@H:64]([OH:65])[CH3:66]. The catalyst class is: 31. (5) Reactant: [O-:1][N+:2]1[C:7]2[CH:8]=[CH:9][CH:10]=[CH:11][C:6]=2[N:5]=[C:4]([NH:12][C:13]2[CH:18]=[CH:17][C:16]([CH2:19][C:20](O)=[O:21])=[CH:15][CH:14]=2)[N:3]=1.[CH:23]1[N:27]=[CH:26][N:25]([C:28](N2C=NC=C2)=O)[CH:24]=1.CNN(CC)NC. Product: [CH3:26][N:25]([CH3:28])[CH2:24][CH2:23][NH:27][C:20](=[O:21])[CH2:19][C:16]1[CH:15]=[CH:14][C:13]([NH:12][C:4]2[N:3]=[N+:2]([O-:1])[C:7]3[CH:8]=[CH:9][CH:10]=[CH:11][C:6]=3[N:5]=2)=[CH:18][CH:17]=1. The catalyst class is: 3. (6) Reactant: [H-].[Na+].[O:3]=[C:4]1[CH:11]([C:12]([O:14][CH2:15][CH3:16])=[O:13])[CH2:10][CH2:9][CH2:8][N:7]([C:17]([O:19][C:20]([CH3:23])([CH3:22])[CH3:21])=[O:18])[CH2:6][CH2:5]1.[CH3:24]I.[NH4+].[Cl-]. Product: [CH3:24][C:11]1([C:12]([O:14][CH2:15][CH3:16])=[O:13])[CH2:10][CH2:9][CH2:8][N:7]([C:17]([O:19][C:20]([CH3:22])([CH3:21])[CH3:23])=[O:18])[CH2:6][CH2:5][C:4]1=[O:3]. The catalyst class is: 1. (7) Reactant: FC(F)(F)C(O)=O.[CH2:8]([NH:12][C:13]1[NH:21][C:20]2[C:16]([N:17]=[C:18]([O:22][CH3:23])[N:19]=2)=[C:15]([NH2:24])[N:14]=1)[CH2:9][CH2:10][CH3:11].C(=O)([O-])[O-].[K+].[K+].Br[CH2:32][CH2:33][CH2:34][CH2:35]Cl.[NH:37]1[CH2:42][CH2:41][CH2:40][CH2:39][CH2:38]1.C(N(CC)CC)C. Product: [CH2:8]([NH:12][C:13]1[N:21]=[C:20]2[C:16]([N:17]=[C:18]([O:22][CH3:23])[N:19]2[CH2:32][CH2:33][CH2:34][CH2:35][N:37]2[CH2:42][CH2:41][CH2:40][CH2:39][CH2:38]2)=[C:15]([NH2:24])[N:14]=1)[CH2:9][CH2:10][CH3:11]. The catalyst class is: 3. (8) Reactant: [OH:1][P:2]([O-:5])([O-:4])=[O:3].[K+:6].[K+].[OH:8][P:9]([O-:12])([OH:11])=[O:10].[K+]. Product: [OH:3][P:2]([O-:5])([O-:4])=[O:1].[K+:6].[K+:6].[OH:10][P:9]([O-:12])([OH:11])=[O:8].[K+:6]. The catalyst class is: 6. (9) Reactant: [S:1]1[CH:5]=[CH:4][CH:3]=[C:2]1[CH2:6][CH2:7][NH2:8].[CH2:9]([C:12]1[CH:20]=[CH:19][C:15]([C:16](Cl)=[O:17])=[CH:14][CH:13]=1)[CH2:10][CH3:11].C(N(CC)CC)C. Product: [CH2:9]([C:12]1[CH:13]=[CH:14][C:15]([C:16]([NH:8][CH2:7][CH2:6][C:2]2[S:1][CH:5]=[CH:4][CH:3]=2)=[O:17])=[CH:19][CH:20]=1)[CH2:10][CH3:11]. The catalyst class is: 1. (10) Reactant: [CH:1]1[C:10]2[C:5](=[CH:6][CH:7]=[CH:8][CH:9]=2)[CH:4]=[CH:3][C:2]=1[C:11]1[N:16]=[C:15]2[N:17]([CH:20]3[CH2:25][CH2:24][N:23](C(OC(C)(C)C)=O)[CH2:22][CH2:21]3)[CH:18]=[N:19][C:14]2=[CH:13][CH:12]=1.FC(F)(F)C(O)=O. Product: [CH:1]1[C:10]2[C:5](=[CH:6][CH:7]=[CH:8][CH:9]=2)[CH:4]=[CH:3][C:2]=1[C:11]1[N:16]=[C:15]2[N:17]([CH:20]3[CH2:25][CH2:24][NH:23][CH2:22][CH2:21]3)[CH:18]=[N:19][C:14]2=[CH:13][CH:12]=1. The catalyst class is: 4.